This data is from Peptide-MHC class I binding affinity with 185,985 pairs from IEDB/IMGT. The task is: Regression. Given a peptide amino acid sequence and an MHC pseudo amino acid sequence, predict their binding affinity value. This is MHC class I binding data. (1) The peptide sequence is GALDLSHFL. The MHC is HLA-B15:03 with pseudo-sequence HLA-B15:03. The binding affinity (normalized) is 0.118. (2) The peptide sequence is YRHDGGNVL. The MHC is HLA-B15:01 with pseudo-sequence HLA-B15:01. The binding affinity (normalized) is 0.290. (3) The peptide sequence is VTPDYADTLL. The MHC is Mamu-A01 with pseudo-sequence Mamu-A01. The binding affinity (normalized) is 1.00. (4) The peptide sequence is DCIMTSYQY. The MHC is HLA-A23:01 with pseudo-sequence HLA-A23:01. The binding affinity (normalized) is 0. (5) The peptide sequence is GYLEGTRTL. The MHC is HLA-A01:01 with pseudo-sequence HLA-A01:01. The binding affinity (normalized) is 0.0847. (6) The peptide sequence is VAPMVGGMM. The MHC is HLA-A01:01 with pseudo-sequence HLA-A01:01. The binding affinity (normalized) is 0.0847. (7) The peptide sequence is YVDGFKPNGC. The MHC is HLA-A29:02 with pseudo-sequence HLA-A29:02. The binding affinity (normalized) is 0. (8) The peptide sequence is AVANCVRNL. The MHC is HLA-A03:01 with pseudo-sequence HLA-A03:01. The binding affinity (normalized) is 0.0657.